Dataset: Forward reaction prediction with 1.9M reactions from USPTO patents (1976-2016). Task: Predict the product of the given reaction. (1) Given the reactants O[N:2]=[CH:3][C:4]1[S:8][C:7]([C:9]([O:11][CH3:12])=[O:10])=[CH:6][CH:5]=1, predict the reaction product. The product is: [C:3]([C:4]1[S:8][C:7]([C:9]([O:11][CH3:12])=[O:10])=[CH:6][CH:5]=1)#[N:2]. (2) Given the reactants [CH3:1][N:2]([CH3:30])[CH2:3][CH2:4][CH2:5][NH:6][C:7]1[CH:12]=[C:11]([CH:13](O)[C:14]2[CH:19]=[CH:18][C:17]([NH:20]C(=O)OC(C)(C)C)=[CH:16][C:15]=2[F:28])[CH:10]=[CH:9][N:8]=1.Cl, predict the reaction product. The product is: [NH2:20][C:17]1[CH:18]=[CH:19][C:14]([CH2:13][C:11]2[CH:10]=[CH:9][N:8]=[C:7]([NH:6][CH2:5][CH2:4][CH2:3][N:2]([CH3:1])[CH3:30])[CH:12]=2)=[C:15]([F:28])[CH:16]=1. (3) Given the reactants [Cl:1][C:2]1[CH:3]=[C:4]([CH:7]=[CH:8][CH:9]=1)[CH2:5]Br.[Br:10][C:11]1[CH:12]=[CH:13][C:14]([OH:20])=[C:15]([CH:19]=1)[C:16]([OH:18])=[O:17].C(=O)([O-])[O-].[K+].[K+], predict the reaction product. The product is: [Br:10][C:11]1[CH:12]=[CH:13][C:14]([O:20][CH2:5][C:4]2[CH:7]=[CH:8][CH:9]=[C:2]([Cl:1])[CH:3]=2)=[C:15]([CH:19]=1)[C:16]([O:18][CH2:5][C:4]1[CH:7]=[CH:8][CH:9]=[C:2]([Cl:1])[CH:3]=1)=[O:17]. (4) Given the reactants [Br:1][CH2:2][CH2:3][CH2:4][CH2:5][C:6]([OH:8])=[O:7].[C:9]1([P:15]([C:22]2[CH:27]=[CH:26][CH:25]=[CH:24][CH:23]=2)[C:16]2[CH:21]=[CH:20][CH:19]=[CH:18][CH:17]=2)[CH:14]=[CH:13][CH:12]=[CH:11][CH:10]=1, predict the reaction product. The product is: [Br-:1].[C:6]([CH2:5][CH2:4][CH2:3][CH2:2][P+:15]([C:16]1[CH:17]=[CH:18][CH:19]=[CH:20][CH:21]=1)([C:22]1[CH:27]=[CH:26][CH:25]=[CH:24][CH:23]=1)[C:9]1[CH:10]=[CH:11][CH:12]=[CH:13][CH:14]=1)([OH:8])=[O:7]. (5) Given the reactants [S:1]1[CH:5]=[CH:4][N:3]=[CH:2]1.[C:6]([O:10][C:11]([N:13]1[CH2:17][CH2:16][CH2:15][C@H:14]1[CH2:18][O:19][C:20]1[CH:25]=[CH:24][C:23]([CH2:26][C:27]2[CH:32]=[CH:31][C:30](I)=[CH:29][CH:28]=2)=[CH:22][CH:21]=1)=[O:12])([CH3:9])([CH3:8])[CH3:7], predict the reaction product. The product is: [C:6]([O:10][C:11]([N:13]1[CH2:17][CH2:16][CH2:15][C@H:14]1[CH2:18][O:19][C:20]1[CH:21]=[CH:22][C:23]([CH2:26][C:27]2[CH:28]=[CH:29][C:30]([C:2]3[S:1][CH:5]=[CH:4][N:3]=3)=[CH:31][CH:32]=2)=[CH:24][CH:25]=1)=[O:12])([CH3:9])([CH3:7])[CH3:8]. (6) The product is: [NH:34]1[CH2:35][CH2:36][CH2:37][C@H:33]1[C:41]1[NH:53][C:52](=[O:54])[C:44]2[O:45][C:46]3[CH:51]=[CH:50][CH:49]=[CH:48][C:47]=3[C:43]=2[N:42]=1. Given the reactants BrC1C=CC2OC3C(=O)NC(C4CCN(C(OC(C)(C)C)=O)CC4)=NC=3C=2C=1.CC([C@:33]1([C:41](=O)[NH:42][C:43]2[C:47]3[CH:48]=[CH:49][CH:50]=[CH:51][C:46]=3[O:45][C:44]=2[C:52](=[O:54])[NH2:53])[CH2:37][CH2:36][CH2:35][N:34]1C([O-])=O)(C)C.BrC1C=CC2OC(C(=O)N)=C(NC(C3CCN(C(OC(C)(C)C)=O)CC3)=O)C=2C=1, predict the reaction product.